This data is from Catalyst prediction with 721,799 reactions and 888 catalyst types from USPTO. The task is: Predict which catalyst facilitates the given reaction. (1) Reactant: [O:1]1[CH2:6][CH2:5][N:4]([C:7]2[C:12]([NH:13][C:14]3[C:23]4[C:18](=[CH:19][C:20]([F:24])=[CH:21][CH:22]=4)[N:17]=[C:16]([C:25]4[CH:30]=[C:29]([N+]([O-])=O)[CH:28]=[CH:27][C:26]=4[S:34]([CH3:37])(=[O:36])=[O:35])[C:15]=3[CH3:38])=[CH:11][C:10]([N:39]3[CH2:44][CH2:43][O:42][CH2:41][CH2:40]3)=[CH:9][N:8]=2)[CH2:3][CH2:2]1.C(=N/[OH:53])/C1C=CC=CC=1.C(=O)([O-])[O-].[K+].[K+].CS(C)=O. Product: [O:1]1[CH2:6][CH2:5][N:4]([C:7]2[C:12]([NH:13][C:14]3[C:23]4[C:18](=[CH:19][C:20]([F:24])=[CH:21][CH:22]=4)[N:17]=[C:16]([C:25]4[CH:30]=[C:29]([OH:53])[CH:28]=[CH:27][C:26]=4[S:34]([CH3:37])(=[O:35])=[O:36])[C:15]=3[CH3:38])=[CH:11][C:10]([N:39]3[CH2:40][CH2:41][O:42][CH2:43][CH2:44]3)=[CH:9][N:8]=2)[CH2:3][CH2:2]1. The catalyst class is: 6. (2) Reactant: C([N-]C(C)C)(C)C.[Li+].[Br:9][C:10]1[C:19]2[C:14](=[CH:15][CH:16]=[CH:17][CH:18]=2)[C:13]([C:20](=[O:22])[CH3:21])=[CH:12][CH:11]=1.[Cl:23][C:24]1[CH:25]=[C:26]([C:31](=[O:36])[C:32]([F:35])([F:34])[F:33])[CH:27]=[C:28]([Cl:30])[CH:29]=1.Cl. Product: [Br:9][C:10]1[C:19]2[C:14](=[CH:15][CH:16]=[CH:17][CH:18]=2)[C:13]([C:20](=[O:22])[CH2:21][C:31]([C:26]2[CH:27]=[C:28]([Cl:30])[CH:29]=[C:24]([Cl:23])[CH:25]=2)([OH:36])[C:32]([F:35])([F:34])[F:33])=[CH:12][CH:11]=1. The catalyst class is: 7.